Dataset: Reaction yield outcomes from USPTO patents with 853,638 reactions. Task: Predict the reaction yield, written as a fraction of the theoretical maximum amount of product (1.0 means a 100% yield; for example, 0.34 means a 34% yield). (1) The reactants are [CH3:1][C:2]1[S:3][C:4]2[CH:10]=[C:9]([O:11][C:12]3[CH:17]=[CH:16][CH:15]=[CH:14][CH:13]=3)[CH:8]=[CH:7][C:5]=2[N:6]=1.C1C(=O)N([Br:25])C(=O)C1.CC(N=NC(C#N)(C)C)(C#N)C. The catalyst is C(Cl)(Cl)(Cl)Cl. The product is [Br:25][CH2:1][C:2]1[S:3][C:4]2[CH:10]=[C:9]([O:11][C:12]3[CH:13]=[CH:14][CH:15]=[CH:16][CH:17]=3)[CH:8]=[CH:7][C:5]=2[N:6]=1. The yield is 0.0630. (2) The reactants are [OH:1][C:2]1[CH:7]=[CH:6][C:5]([CH2:8][C:9]([OH:11])=[O:10])=[CH:4][C:3]=1[O:12][CH3:13].[S:14](O[S:14]([C:17]([F:20])([F:19])[F:18])(=[O:16])=[O:15])([C:17]([F:20])([F:19])[F:18])(=[O:16])=[O:15]. The catalyst is C(Cl)Cl. The product is [CH3:13][O:12][C:3]1[CH:4]=[C:5]([CH2:8][C:9]([OH:11])=[O:10])[CH:6]=[CH:7][C:2]=1[O:1][S:14]([C:17]([F:20])([F:19])[F:18])(=[O:16])=[O:15]. The yield is 0.950. (3) The product is [C:22]([O:27][CH:2]([O:6][C:7]([NH:9][CH2:10][C:11]1([CH2:17][C:18]([O:20][CH3:21])=[O:19])[CH2:16][CH2:15][CH2:14][CH2:13][CH2:12]1)=[O:8])[CH:3]([CH3:5])[CH3:4])(=[O:26])[CH:23]([CH3:25])[CH3:24]. The yield is 0.630. The reactants are Cl[CH:2]([O:6][C:7]([NH:9][CH2:10][C:11]1([CH2:17][C:18]([O:20][CH3:21])=[O:19])[CH2:16][CH2:15][CH2:14][CH2:13][CH2:12]1)=[O:8])[CH:3]([CH3:5])[CH3:4].[C:22]([OH:27])(=[O:26])[CH:23]([CH3:25])[CH3:24]. The catalyst is C(Cl)(Cl)Cl.C(=O)([O-])[O-].[Ag+2]. (4) The reactants are [C:1]([O:5][C:6]([N:8](C(OC(C)(C)C)=O)[C:9]1[O:17][C:16]2[C:11](=[N:12][CH:13]=[C:14]([CH:18]3[CH2:22][CH2:21][O:20][CH2:19]3)[CH:15]=2)[C:10]=1[C:23]([O:25]CC)=[O:24])=[O:7])([CH3:4])([CH3:3])[CH3:2].O[Li].O.O.Cl. The catalyst is C1COCC1.CO.CCOC(C)=O. The product is [C:1]([O:5][C:6]([NH:8][C:9]1[O:17][C:16]2[C:11](=[N:12][CH:13]=[C:14]([CH:18]3[CH2:22][CH2:21][O:20][CH2:19]3)[CH:15]=2)[C:10]=1[C:23]([OH:25])=[O:24])=[O:7])([CH3:4])([CH3:2])[CH3:3]. The yield is 1.00. (5) The reactants are [CH2:1]1[C:4]2([CH2:8][CH:7]([C:9]([O:11][CH2:12][CH3:13])=[O:10])[NH:6][CH2:5]2)[CH2:3][N:2]1[C:14]([O:16][C:17]([CH3:20])([CH3:19])[CH3:18])=[O:15].CN(C(ON1N=NC2C=CC=NC1=2)=[N+](C)C)C.F[P-](F)(F)(F)(F)F.[CH3:45][O:46][C:47]([NH:49][C@H:50]([C:54](O)=[O:55])[CH:51]([CH3:53])[CH3:52])=[O:48].CCN(C(C)C)C(C)C. The catalyst is C(Cl)Cl. The product is [CH3:45][O:46][C:47]([NH:49][C@H:50]([C:54]([N:6]1[CH:7]([C:9]([O:11][CH2:12][CH3:13])=[O:10])[CH2:8][C:4]2([CH2:3][N:2]([C:14]([O:16][C:17]([CH3:19])([CH3:18])[CH3:20])=[O:15])[CH2:1]2)[CH2:5]1)=[O:55])[CH:51]([CH3:52])[CH3:53])=[O:48]. The yield is 0.510. (6) The reactants are [CH3:1][O:2][C:3]1[CH:28]=[CH:27][C:6]([CH2:7][N:8]2[C:16](=O)[C:15]3[C:10](=[CH:11][CH:12]=[CH:13][C:14]=3[O:18][CH2:19][CH2:20][O:21][CH2:22][CH2:23][O:24][CH3:25])[C:9]2=O)=[CH:5][CH:4]=1.[H-].[Al+3].[Li+].[H-].[H-].[H-].C1COCC1. No catalyst specified. The product is [CH3:1][O:2][C:3]1[CH:4]=[CH:5][C:6]([CH2:7][N:8]2[CH2:16][C:15]3[C:10](=[CH:11][CH:12]=[CH:13][C:14]=3[O:18][CH2:19][CH2:20][O:21][CH2:22][CH2:23][O:24][CH3:25])[CH2:9]2)=[CH:27][CH:28]=1. The yield is 0.970. (7) The reactants are C(O[CH:4](OCC)[C:5](=[NH:8])OC)C.[CH3:12][C:13]1[CH:18]=[C:17]([CH3:19])[CH:16]=[CH:15][C:14]=1[CH2:20][NH2:21]. The catalyst is CO. The product is [CH3:19][C:17]1[CH:16]=[C:15]2[C:4](=[C:13]([CH3:12])[CH:18]=1)[CH:5]=[N:8][C:20]([NH2:21])=[CH:14]2. The yield is 0.900.